From a dataset of Reaction yield outcomes from USPTO patents with 853,638 reactions. Predict the reaction yield, written as a fraction of the theoretical maximum amount of product (1.0 means a 100% yield; for example, 0.34 means a 34% yield). (1) The reactants are [F:1][C:2]1([F:30])[CH2:7][CH2:6][CH2:5][N:4]([C:8]2[CH:13]=[CH:12][C:11]([C:14]3[O:18][N:17]=[C:16]([C:19]4[CH:24]=[CH:23][CH:22]=[CH:21][C:20]=4[O:25][CH3:26])[N:15]=3)=[CH:10][C:9]=2[N+:27]([O-])=O)[CH2:3]1. The catalyst is CCO.C([O-])(O)=O.[Na+]. The product is [F:30][C:2]1([F:1])[CH2:7][CH2:6][CH2:5][N:4]([C:8]2[CH:13]=[CH:12][C:11]([C:14]3[O:18][N:17]=[C:16]([C:19]4[CH:24]=[CH:23][CH:22]=[CH:21][C:20]=4[O:25][CH3:26])[N:15]=3)=[CH:10][C:9]=2[NH2:27])[CH2:3]1. The yield is 1.00. (2) The reactants are [CH2:1]([C:7]1[C:12]([C:13]2[CH:18]=[CH:17][CH:16]=[CH:15][CH:14]=2)=[C:11]([C:19]2[CH:24]=[CH:23][CH:22]=[CH:21][CH:20]=2)[C:10]([C:25]2[CH:30]=[CH:29][CH:28]=[CH:27][CH:26]=2)=[C:9]([C:31]2[CH:36]=[CH:35][CH:34]=[CH:33][CH:32]=2)[C:8]=1[C:37]1[CH:42]=[CH:41][CH:40]=[CH:39][CH:38]=1)[CH2:2][CH2:3][CH2:4][CH2:5][CH3:6].[Cl:43][S:44]([OH:47])(=O)=[O:45]. The yield is 0.570. The product is [CH2:1]([C:7]1[C:8]([C:37]2[CH:42]=[CH:41][C:40]([S:44]([Cl:43])(=[O:47])=[O:45])=[CH:39][CH:38]=2)=[C:9]([C:31]2[CH:32]=[CH:33][C:34]([S:44]([Cl:43])(=[O:47])=[O:45])=[CH:35][CH:36]=2)[C:10]([C:25]2[CH:26]=[CH:27][C:28]([S:44]([Cl:43])(=[O:47])=[O:45])=[CH:29][CH:30]=2)=[C:11]([C:19]2[CH:24]=[CH:23][C:22]([S:44]([Cl:43])(=[O:47])=[O:45])=[CH:21][CH:20]=2)[C:12]=1[C:13]1[CH:18]=[CH:17][C:16]([S:44]([Cl:43])(=[O:47])=[O:45])=[CH:15][CH:14]=1)[CH2:2][CH2:3][CH2:4][CH2:5][CH3:6]. The catalyst is ClCCl.